From a dataset of Catalyst prediction with 721,799 reactions and 888 catalyst types from USPTO. Predict which catalyst facilitates the given reaction. Reactant: [CH2:1]([O:5][C:6]1[C:15]2[C:10](=[CH:11][CH:12]=[C:13]([C:16]([O:18]C)=[O:17])[CH:14]=2)[C:9](=[O:20])[N:8]([CH2:21][CH:22]([CH3:24])[CH3:23])[C:7]=1[CH2:25][NH:26][C:27]([O:29][C:30]([CH3:33])([CH3:32])[CH3:31])=[O:28])[CH2:2][CH2:3][CH3:4].CO.[OH-].[Na+].Cl. Product: [CH2:1]([O:5][C:6]1[C:15]2[C:10](=[CH:11][CH:12]=[C:13]([C:16]([OH:18])=[O:17])[CH:14]=2)[C:9](=[O:20])[N:8]([CH2:21][CH:22]([CH3:23])[CH3:24])[C:7]=1[CH2:25][NH:26][C:27]([O:29][C:30]([CH3:33])([CH3:32])[CH3:31])=[O:28])[CH2:2][CH2:3][CH3:4]. The catalyst class is: 30.